Dataset: Catalyst prediction with 721,799 reactions and 888 catalyst types from USPTO. Task: Predict which catalyst facilitates the given reaction. Reactant: [Cl:1][CH2:2][CH2:3][N:4]([CH2:23][CH2:24][Cl:25])[CH2:5][CH2:6][O:7][C:8]1[C:21]2[NH:20][C:19]3[C:14](=[CH:15][CH:16]=[CH:17][CH:18]=3)[C:13](=O)[C:12]=2[CH:11]=[CH:10][CH:9]=1.O=S(Cl)[Cl:28]. Product: [Cl:1][CH2:2][CH2:3][N:4]([CH2:23][CH2:24][Cl:25])[CH2:5][CH2:6][O:7][C:8]1[C:21]2[C:12](=[C:13]([Cl:28])[C:14]3[C:19]([N:20]=2)=[CH:18][CH:17]=[CH:16][CH:15]=3)[CH:11]=[CH:10][CH:9]=1. The catalyst class is: 3.